This data is from Forward reaction prediction with 1.9M reactions from USPTO patents (1976-2016). The task is: Predict the product of the given reaction. (1) Given the reactants [CH2:1]([C:3]([C:21]1[CH:26]=[CH:25][C:24]([OH:27])=[C:23]([CH3:28])[CH:22]=1)([C:6]1[CH:11]=[CH:10][C:9](/[CH:12]=[CH:13]/[C:14]([CH2:18][CH3:19])([OH:17])[CH2:15][CH3:16])=[C:8]([CH3:20])[CH:7]=1)[CH2:4][CH3:5])[CH3:2].C1C=CC(P(C2C=CC=CC=2)C2C=CC=CC=2)=CC=1.O[CH2:49][C@H:50]1[O:55][C:54](=[O:56])[CH2:53][CH2:52][CH2:51]1.CCOC(/N=N/C(OCC)=O)=O, predict the reaction product. The product is: [CH2:1]([C:3]([C:21]1[CH:26]=[CH:25][C:24]([O:27][CH2:49][C@H:50]2[O:55][C:54](=[O:56])[CH2:53][CH2:52][CH2:51]2)=[C:23]([CH3:28])[CH:22]=1)([C:6]1[CH:11]=[CH:10][C:9](/[CH:12]=[CH:13]/[C:14]([CH2:15][CH3:16])([OH:17])[CH2:18][CH3:19])=[C:8]([CH3:20])[CH:7]=1)[CH2:4][CH3:5])[CH3:2]. (2) Given the reactants [C:1]([C:5]1[CH:10]=[CH:9][CH:8]=[CH:7][C:6]=1[N:11]1[CH2:16][CH2:15][N:14]([C:17](=[O:38])[CH2:18][CH:19]2[CH2:24][C:23](=[O:25])[N:22]([CH2:26][C:27]3[CH:36]=[CH:35][C:30]([C:31]([O:33]C)=[O:32])=[CH:29][CH:28]=3)[C:21](=[O:37])[CH2:20]2)[CH2:13][CH2:12]1)([CH3:4])([CH3:3])[CH3:2].[OH-:39].[Li+].Cl, predict the reaction product. The product is: [C:1]([C:5]1[CH:10]=[CH:9][CH:8]=[CH:7][C:6]=1[N:11]1[CH2:16][CH2:15][N:14]([C:17](=[O:38])[CH2:18][CH:19]([CH2:24][C:23]([OH:25])=[O:39])[CH2:20][C:21]([NH:22][CH2:26][C:27]2[CH:28]=[CH:29][C:30]([C:31]([OH:33])=[O:32])=[CH:35][CH:36]=2)=[O:37])[CH2:13][CH2:12]1)([CH3:2])([CH3:4])[CH3:3]. (3) Given the reactants [CH3:1][C@@H:2]1[CH2:7][CH2:6][CH2:5][NH:4][C@@H:3]1[CH2:8][N:9]1C(=O)C2C(=CC=CC=2)C1=O.C(N(CC)C(C)C)C.[CH2:28]([O:31][C:32](Cl)=[O:33])[CH:29]=[CH2:30], predict the reaction product. The product is: [NH2:9][CH2:8][C@@H:3]1[C@H:2]([CH3:1])[CH2:7][CH2:6][CH2:5][N:4]1[C:32]([O:31][CH2:28][CH:29]=[CH2:30])=[O:33]. (4) Given the reactants [Mg].Br[C:3]1[CH:8]=[CH:7][CH:6]=[CH:5][C:4]=1[CH2:9][CH3:10].[CH3:11][C:12]([CH3:23])([CH3:22])[CH2:13][CH2:14][Si:15](OC)([O:18][CH3:19])[O:16][CH3:17].[SiH4], predict the reaction product. The product is: [CH2:9]([C:4]1[CH:5]=[CH:6][CH:7]=[CH:8][C:3]=1[Si:15]([CH2:14][CH2:13][C:12]([CH3:23])([CH3:22])[CH3:11])([O:18][CH3:19])[O:16][CH3:17])[CH3:10]. (5) The product is: [F:18][C:13]1[CH:14]=[CH:15][CH:16]=[CH:17][C:12]=1[C:11]1[C:6]2[C:5](=[CH:10][CH:9]=[CH:8][CH:7]=2)[C:4](=[O:19])[NH:3][C:20]=1[CH:21]1[CH2:29][CH2:28][N:27]([CH3:30])[CH2:26][CH2:25]1. Given the reactants C([N:3]([CH2:20][CH3:21])[C:4](=[O:19])[C:5]1[CH:10]=[CH:9][CH:8]=[CH:7][C:6]=1[CH2:11][C:12]1[CH:17]=[CH:16][CH:15]=[CH:14][C:13]=1[F:18])C.C(C1[CH2:29][CH2:28][N:27]([CH3:30])[CH2:26][CH2:25]1)#N, predict the reaction product.